Dataset: Forward reaction prediction with 1.9M reactions from USPTO patents (1976-2016). Task: Predict the product of the given reaction. Given the reactants [F:1][C:2]([F:16])([F:15])[C:3]1[CH:8]=[CH:7][C:6]([C@:9]23[CH2:14][C@H:13]2[CH2:12][NH:11][CH2:10]3)=[CH:5][CH:4]=1.CC(C)[O-].[CH3:21][C:22]1[S:23][C:24]([C:28]2[C:29](=[O:39])[NH:30][C:31](=[O:38])[N:32]([CH2:34][CH2:35][CH:36]=O)[CH:33]=2)=[C:25]([CH3:27])[N:26]=1, predict the reaction product. The product is: [CH3:21][C:22]1[S:23][C:24]([C:28]2[C:29](=[O:39])[NH:30][C:31](=[O:38])[N:32]([CH2:34][CH2:35][CH2:36][N:11]3[CH2:12][C@H:13]4[C@:9]([C:6]5[CH:5]=[CH:4][C:3]([C:2]([F:1])([F:15])[F:16])=[CH:8][CH:7]=5)([CH2:14]4)[CH2:10]3)[CH:33]=2)=[C:25]([CH3:27])[N:26]=1.